From a dataset of Forward reaction prediction with 1.9M reactions from USPTO patents (1976-2016). Predict the product of the given reaction. (1) Given the reactants [F:1][C:2]1[C:9]([F:10])=[CH:8][CH:7]=[CH:6][C:3]=1[CH:4]=O.[NH2:11][C:12]1[CH:16]=[CH:15][NH:14][N:13]=1.O=[C:18]([CH2:25][CH2:26][CH3:27])[CH2:19][C:20]([O:22][CH2:23][CH3:24])=[O:21], predict the reaction product. The product is: [F:1][C:2]1[C:9]([F:10])=[CH:8][CH:7]=[CH:6][C:3]=1[CH:4]1[C:19]([C:20]([O:22][CH2:23][CH3:24])=[O:21])=[C:18]([CH2:25][CH2:26][CH3:27])[NH:11][C:12]2=[N:13][NH:14][CH:15]=[C:16]12. (2) Given the reactants [CH2:1]1[C:6]2[NH:7][C:8]3[C:13]([C:5]=2[CH2:4][C@@H:3]([C:14]([OH:16])=[O:15])[NH:2]1)=[CH:12][CH:11]=[CH:10][CH:9]=3.[OH-].[Na+].C(O)(=O)[CH2:20][C:21]([CH2:26]C(O)=O)([C:23](O)=O)[OH:22].[O:32]1CCOC[CH2:33]1, predict the reaction product. The product is: [C:21]([O:22][C:33]([N:2]1[C@H:3]([C:14]([OH:16])=[O:15])[CH2:4][C:5]2[C:13]3[C:8](=[CH:9][CH:10]=[CH:11][CH:12]=3)[NH:7][C:6]=2[CH2:1]1)=[O:32])([CH3:20])([CH3:23])[CH3:26]. (3) Given the reactants CO[C:3]1C=C2C(CCC2=O)=C[C:4]=1[C:13]1[N:14]=[N:15][C:16]([N:19]([CH3:30])[CH:20]2[CH2:25][C:24]([CH3:27])([CH3:26])[NH:23][C:22]([CH3:29])([CH3:28])[CH2:21]2)=[CH:17][CH:18]=1.[CH:31]([O:33][CH2:34][CH3:35])=O.[H-].[Na+].C(O)(=O)C.O.[NH2:43][NH2:44].[C:45]1([CH3:51])[CH:50]=[CH:49][CH:48]=[CH:47]C=1, predict the reaction product. The product is: [CH3:31][O:33][C:34]1[CH:35]=[C:49]2[C:48]([CH2:47][C:45]3[CH:51]=[N:44][NH:43][C:50]=32)=[CH:3][C:4]=1[C:13]1[N:14]=[N:15][C:16]([N:19]([CH3:30])[CH:20]2[CH2:25][C:24]([CH3:26])([CH3:27])[NH:23][C:22]([CH3:29])([CH3:28])[CH2:21]2)=[CH:17][CH:18]=1. (4) Given the reactants Cl.[CH3:2][O:3][C:4]1[CH:5]=[C:6]([C:12]2[C:13]([CH3:25])([CH3:24])[C:14](=[O:23])[N:15]([CH:17]3[CH2:22][CH2:21][NH:20][CH2:19][CH2:18]3)[N:16]=2)[CH:7]=[CH:8][C:9]=1[O:10][CH3:11].[N:26]1[C:35]2[C:30](=[CH:31][CH:32]=[CH:33][CH:34]=2)[C:29]([C:36](O)=[O:37])=[CH:28][CH:27]=1, predict the reaction product. The product is: [CH3:2][O:3][C:4]1[CH:5]=[C:6]([C:12]2[C:13]([CH3:25])([CH3:24])[C:14](=[O:23])[N:15]([CH:17]3[CH2:22][CH2:21][N:20]([C:36]([C:29]4[C:30]5[C:35](=[CH:34][CH:33]=[CH:32][CH:31]=5)[N:26]=[CH:27][CH:28]=4)=[O:37])[CH2:19][CH2:18]3)[N:16]=2)[CH:7]=[CH:8][C:9]=1[O:10][CH3:11]. (5) Given the reactants [OH:1][C:2]1[C:11]2[C:6](=[CH:7][CH:8]=[C:9]([NH:12][C:13](=[O:15])[CH3:14])[CH:10]=2)[N:5]=[C:4]([CH3:16])[CH:3]=1.S(OC)(O[CH3:21])(=O)=O, predict the reaction product. The product is: [CH3:21][O:1][C:2]1[C:11]2[C:6](=[CH:7][CH:8]=[C:9]([NH:12][C:13](=[O:15])[CH3:14])[CH:10]=2)[N:5]=[C:4]([CH3:16])[CH:3]=1. (6) Given the reactants [OH:1][CH:2]1[CH2:7][O:6][CH2:5][O:4][CH2:3]1.[C:8](=O)([O-:10])[O-:9].[Cs+].[Cs+].[NH2:14][C:15](=[O:58])[C:16]([CH3:57])([CH3:56])[CH2:17][NH:18][C:19]([C@H:21]([CH:53]([CH3:55])[CH3:54])[CH2:22][C@@H:23]1[O:27][CH2:26][N:25]([C:28]([O:30][CH2:31]Cl)=[O:29])[C@H:24]1[CH2:33][C@H:34]([CH2:38][C:39]1[CH:44]=[CH:43][C:42]([O:45][CH3:46])=[C:41]([O:47][CH2:48][CH2:49][CH2:50][O:51][CH3:52])[CH:40]=1)[CH:35]([CH3:37])[CH3:36])=[O:20], predict the reaction product. The product is: [NH2:14][C:15](=[O:58])[C:16]([CH3:57])([CH3:56])[CH2:17][NH:18][C:19]([C@H:21]([CH:53]([CH3:55])[CH3:54])[CH2:22][C@@H:23]1[O:27][CH2:26][N:25]([C:28]([O:30][CH2:31][O:10][C:8]([O:1][CH:2]2[CH2:7][O:6][CH2:5][O:4][CH2:3]2)=[O:9])=[O:29])[C@H:24]1[CH2:33][C@H:34]([CH2:38][C:39]1[CH:44]=[CH:43][C:42]([O:45][CH3:46])=[C:41]([O:47][CH2:48][CH2:49][CH2:50][O:51][CH3:52])[CH:40]=1)[CH:35]([CH3:37])[CH3:36])=[O:20].